The task is: Predict the reaction yield, written as a fraction of the theoretical maximum amount of product (1.0 means a 100% yield; for example, 0.34 means a 34% yield).. This data is from Reaction yield outcomes from USPTO patents with 853,638 reactions. The catalyst is C(Cl)Cl. The reactants are FC(F)(F)S(O[C@H:7]([CH3:12])[C:8]([O:10][CH3:11])=[O:9])(=O)=O.[NH2:15][C:16](C)([CH3:19])[CH2:17]O.C([O-])(O)=O.[Na+].CCOC(C)=O. The product is [CH3:12][C@H:7]1[C:8](=[O:9])[O:10][CH2:11][C:16]([CH3:19])([CH3:17])[NH:15]1. The yield is 0.630.